From a dataset of NCI-60 drug combinations with 297,098 pairs across 59 cell lines. Regression. Given two drug SMILES strings and cell line genomic features, predict the synergy score measuring deviation from expected non-interaction effect. (1) Drug 1: CC1=C2C(C(=O)C3(C(CC4C(C3C(C(C2(C)C)(CC1OC(=O)C(C(C5=CC=CC=C5)NC(=O)OC(C)(C)C)O)O)OC(=O)C6=CC=CC=C6)(CO4)OC(=O)C)OC)C)OC. Drug 2: CC(C)(C#N)C1=CC(=CC(=C1)CN2C=NC=N2)C(C)(C)C#N. Cell line: UACC62. Synergy scores: CSS=40.3, Synergy_ZIP=4.41, Synergy_Bliss=3.98, Synergy_Loewe=-21.6, Synergy_HSA=4.45. (2) Drug 1: C1=CC(=CC=C1CCCC(=O)O)N(CCCl)CCCl. Drug 2: B(C(CC(C)C)NC(=O)C(CC1=CC=CC=C1)NC(=O)C2=NC=CN=C2)(O)O. Cell line: A498. Synergy scores: CSS=12.8, Synergy_ZIP=-8.66, Synergy_Bliss=-13.2, Synergy_Loewe=-11.4, Synergy_HSA=-11.3.